From a dataset of Catalyst prediction with 721,799 reactions and 888 catalyst types from USPTO. Predict which catalyst facilitates the given reaction. (1) Reactant: [CH3:1][C@@:2]12[C@H:11]3[CH2:12][CH2:13][C@@:14]4([CH3:20])[C@H:18]([C@@H:10]3[CH2:9][CH:8]=[C:7]1[N:6]([CH2:21][CH2:22][N:23]1[CH2:28][CH2:27][O:26][CH2:25][CH2:24]1)[C:5](=[O:29])[CH2:4][CH2:3]2)[CH2:17][CH2:16][C:15]4=O.O.[NH2:31][NH2:32]. Product: [N:31](=[C:15]1[C@@:14]2([CH3:20])[CH2:13][CH2:12][C@H:11]3[C@H:10]([C@@H:18]2[CH2:17][CH2:16]1)[CH2:9][CH:8]=[C:7]1[C@:2]3([CH3:1])[CH2:3][CH2:4][C:5](=[O:29])[N:6]1[CH2:21][CH2:22][N:23]1[CH2:28][CH2:27][O:26][CH2:25][CH2:24]1)[NH2:32]. The catalyst class is: 8. (2) Reactant: [C:1]([O:5][C:6]([N:8]1[CH2:13][CH2:12][CH:11]([C:14]([OH:16])=O)[CH2:10][CH2:9]1)=[O:7])([CH3:4])([CH3:3])[CH3:2].C(C1NC=CN=1)(C1NC=CN=1)=O.[N:29]1[CH:34]=[CH:33][CH:32]=[CH:31][C:30]=1[C:35](=[N:37][NH2:38])[NH2:36]. Product: [NH2:36]/[C:35](/[C:30]1[CH:31]=[CH:32][CH:33]=[CH:34][N:29]=1)=[N:37]\[NH:38][C:14]([CH:11]1[CH2:10][CH2:9][N:8]([C:6]([O:5][C:1]([CH3:2])([CH3:3])[CH3:4])=[O:7])[CH2:13][CH2:12]1)=[O:16]. The catalyst class is: 46. (3) Reactant: I.[Br:2][C:3]1[CH:4]=[C:5]2[C:10]([NH:11][CH:12]3[C:16]([CH3:18])([CH3:17])[CH2:15][NH:14][CH2:13]3)=[C:9]([C:19]([NH2:21])=[O:20])[CH:8]=[N:7][N:6]2[CH:22]=1.[C:23]([C:25]1([C:28](O)=[O:29])[CH2:27][CH2:26]1)#[N:24].F[P-](F)(F)(F)(F)F.N1(O[P+](N(C)C)(N(C)C)N(C)C)C2C=CC=CC=2N=N1.CCN(C(C)C)C(C)C. The catalyst class is: 3. Product: [Br:2][C:3]1[CH:4]=[C:5]2[C:10]([NH:11][CH:12]3[C:16]([CH3:17])([CH3:18])[CH2:15][N:14]([C:28]([C:25]4([C:23]#[N:24])[CH2:27][CH2:26]4)=[O:29])[CH2:13]3)=[C:9]([C:19]([NH2:21])=[O:20])[CH:8]=[N:7][N:6]2[CH:22]=1. (4) Reactant: C[O:2][C:3](=[O:26])[C:4]([CH3:25])([CH3:24])[CH:5]([CH:21]1[CH2:23][CH2:22]1)[NH:6][C:7]([C:9]1[C:17]2[C:12](=[N:13][CH:14]=[C:15]([CH:18]3[CH2:20][CH2:19]3)[N:16]=2)[NH:11][CH:10]=1)=[O:8].C1COCC1.O.O[Li].O. Product: [CH:21]1([CH:5]([NH:6][C:7]([C:9]2[C:17]3[C:12](=[N:13][CH:14]=[C:15]([CH:18]4[CH2:20][CH2:19]4)[N:16]=3)[NH:11][CH:10]=2)=[O:8])[C:4]([CH3:24])([CH3:25])[C:3]([OH:26])=[O:2])[CH2:23][CH2:22]1. The catalyst class is: 5.